This data is from Forward reaction prediction with 1.9M reactions from USPTO patents (1976-2016). The task is: Predict the product of the given reaction. Given the reactants Cl.CO[C:4]([C:6]1[CH:15]=[CH:14][C:9]2[C:10]([NH2:13])=[N:11][O:12][C:8]=2[CH:7]=1)=[O:5].[CH2:16]([Mg]Br)[CH3:17].[CH2:20]1COC[CH2:21]1, predict the reaction product. The product is: [NH2:13][C:10]1[C:9]2[CH:14]=[CH:15][C:6]([C:4]([OH:5])([CH2:16][CH3:17])[CH2:20][CH3:21])=[CH:7][C:8]=2[O:12][N:11]=1.